Task: Predict the reactants needed to synthesize the given product.. Dataset: Full USPTO retrosynthesis dataset with 1.9M reactions from patents (1976-2016) (1) The reactants are: [CH3:1][O:2][CH2:3][C@H:4]([CH3:31])[O:5][C:6]1[CH:7]=[C:8]([C:23]2[NH:27][C:26]([C:28]([OH:30])=O)=[CH:25][CH:24]=2)[CH:9]=[C:10]([O:12][C:13]2[CH:18]=[CH:17][C:16]([S:19]([CH3:22])(=[O:21])=[O:20])=[CH:15][CH:14]=2)[CH:11]=1.[C:32]([NH:35][NH2:36])(=[O:34])[CH3:33].CN(C(ON1N=NC2C=CC=NC1=2)=[N+](C)C)C.F[P-](F)(F)(F)(F)F.C(N(CC)C(C)C)(C)C. Given the product [C:32]([NH:35][NH:36][C:28]([C:26]1[NH:27][C:23]([C:8]2[CH:9]=[C:10]([O:12][C:13]3[CH:18]=[CH:17][C:16]([S:19]([CH3:22])(=[O:21])=[O:20])=[CH:15][CH:14]=3)[CH:11]=[C:6]([O:5][C@@H:4]([CH3:31])[CH2:3][O:2][CH3:1])[CH:7]=2)=[CH:24][CH:25]=1)=[O:30])(=[O:34])[CH3:33], predict the reactants needed to synthesize it. (2) Given the product [Cl:1][C:2]1[N:6]2[CH:7]=[C:8]([CH:15]3[CH2:16][CH2:17]3)[CH:9]=[C:10]([C:11]([F:13])([F:12])[F:14])[C:5]2=[N:4][C:3]=1[C:18]([N:31]1[CH2:32][CH2:33][CH:28]([N:26]2[CH2:27][CH:23]([OH:22])[CH2:24][C:25]2=[O:34])[CH2:29][CH2:30]1)=[O:19], predict the reactants needed to synthesize it. The reactants are: [Cl:1][C:2]1[N:6]2[CH:7]=[C:8]([CH:15]3[CH2:17][CH2:16]3)[CH:9]=[C:10]([C:11]([F:14])([F:13])[F:12])[C:5]2=[N:4][C:3]=1[C:18](O)=[O:19].Cl.[OH:22][CH:23]1[CH2:27][N:26]([CH:28]2[CH2:33][CH2:32][NH:31][CH2:30][CH2:29]2)[C:25](=[O:34])[CH2:24]1.CCN(C(C)C)C(C)C.O.